Dataset: Full USPTO retrosynthesis dataset with 1.9M reactions from patents (1976-2016). Task: Predict the reactants needed to synthesize the given product. (1) Given the product [C:1]([C:3]1[S:7][N:6]=[C:5]([CH3:8])[C:4]=1[CH2:9][OH:10])#[N:2], predict the reactants needed to synthesize it. The reactants are: [C:1]([C:3]1[S:7][N:6]=[C:5]([CH3:8])[C:4]=1[C:9](OC)=[O:10])#[N:2].CO.[BH4-].[Li+]. (2) Given the product [Cl:36][C:20]1[CH:21]=[C:22]([C:25]([NH:27][CH2:28][C:29]2[CH:34]=[CH:33][CH:32]=[C:31]([OH:35])[CH:30]=2)=[O:26])[CH:23]=[CH:24][C:19]=1[C:18]([NH:17]/[C:6](=[CH:7]\[C:8]1[S:12][C:11]([CH:13]([CH3:14])[CH3:15])=[N:10][C:9]=1[CH3:16])/[C:5]([OH:38])=[O:4])=[O:37], predict the reactants needed to synthesize it. The reactants are: [OH-].[Na+].C[O:4][C:5](=[O:38])/[C:6](/[NH:17][C:18](=[O:37])[C:19]1[CH:24]=[CH:23][C:22]([C:25]([NH:27][CH2:28][C:29]2[CH:34]=[CH:33][CH:32]=[C:31]([OH:35])[CH:30]=2)=[O:26])=[CH:21][C:20]=1[Cl:36])=[CH:7]/[C:8]1[S:12][C:11]([CH:13]([CH3:15])[CH3:14])=[N:10][C:9]=1[CH3:16]. (3) Given the product [CH3:19][C@H:20]1[CH2:25][CH2:24][CH2:23][CH2:22][N:21]1[C:2]([Cl:1])=[O:4], predict the reactants needed to synthesize it. The reactants are: [Cl:1][C:2](Cl)([O:4]C(=O)OC(Cl)(Cl)Cl)Cl.N1C=CC=CC=1.[CH3:19][C@H:20]1[CH2:25][CH2:24][CH2:23][CH2:22][NH:21]1.Cl.